From a dataset of Full USPTO retrosynthesis dataset with 1.9M reactions from patents (1976-2016). Predict the reactants needed to synthesize the given product. (1) Given the product [CH3:22][N:1]1[C:10]2[C:5](=[CH:6][C:7]([O:11][C:12](=[O:21])[NH:13][CH2:14][CH2:15][CH2:16][CH2:17][CH2:18][CH2:19][CH3:20])=[CH:8][CH:9]=2)[CH2:4][CH2:3][CH2:2]1, predict the reactants needed to synthesize it. The reactants are: [NH:1]1[C:10]2[C:5](=[CH:6][C:7]([O:11][C:12](=[O:21])[NH:13][CH2:14][CH2:15][CH2:16][CH2:17][CH2:18][CH2:19][CH3:20])=[CH:8][CH:9]=2)[CH2:4][CH2:3][CH2:2]1.[CH3:22]I.[OH-].[K+]. (2) Given the product [F:20][C:21]1[CH:22]=[C:23]([CH:35]=[CH:36][CH:37]=1)[CH2:24][O:25][C:26]1[CH:31]=[CH:30][CH:29]=[CH:28][C:27]=1[C:2]1[N:7]=[CH:6][N:5]=[C:4]([NH:8][C:9]2[CH:14]=[CH:13][CH:12]=[C:11]([CH2:15][S:16]([CH3:19])(=[O:18])=[O:17])[CH:10]=2)[N:3]=1, predict the reactants needed to synthesize it. The reactants are: Cl[C:2]1[N:7]=[CH:6][N:5]=[C:4]([NH:8][C:9]2[CH:14]=[CH:13][CH:12]=[C:11]([CH2:15][S:16]([CH3:19])(=[O:18])=[O:17])[CH:10]=2)[N:3]=1.[F:20][C:21]1[CH:22]=[C:23]([CH:35]=[CH:36][CH:37]=1)[CH2:24][O:25][C:26]1[CH:31]=[CH:30][CH:29]=[CH:28][C:27]=1B(O)O. (3) Given the product [CH3:13][O:12][C:9]1[CH:10]=[C:11]2[C:6](=[CH:7][C:8]=1[O:14][CH3:15])[N:5]=[CH:4][CH:3]=[C:2]2[O:34][C:31]1[CH:32]=[CH:33][C:28]([C:25]2[C:26](=[O:27])[N:21]([CH2:20][C:19]3[CH:36]=[CH:37][C:38]([CH3:39])=[C:17]([CH3:16])[CH:18]=3)[CH:22]=[N:23][CH:24]=2)=[CH:29][C:30]=1[F:35], predict the reactants needed to synthesize it. The reactants are: Cl[C:2]1[C:11]2[C:6](=[CH:7][C:8]([O:14][CH3:15])=[C:9]([O:12][CH3:13])[CH:10]=2)[N:5]=[CH:4][CH:3]=1.[CH3:16][C:17]1[CH:18]=[C:19]([CH:36]=[CH:37][C:38]=1[CH3:39])[CH2:20][N:21]1[C:26](=[O:27])[C:25]([C:28]2[CH:33]=[CH:32][C:31]([OH:34])=[C:30]([F:35])[CH:29]=2)=[CH:24][N:23]=[CH:22]1. (4) Given the product [Cl:35][C:32]1[CH:33]=[CH:34][C:29]([CH:8]([C:5]2[CH:4]=[CH:3][C:2]([Cl:1])=[CH:7][CH:6]=2)[C:10]2[CH:11]=[C:12]3[C:17](=[CH:18][CH:19]=2)[N:16]=[N:15][CH:14]=[C:13]3[NH:20][CH2:21][CH2:22][C:23]2[CH:28]=[CH:27][CH:26]=[CH:25][CH:24]=2)=[CH:30][CH:31]=1, predict the reactants needed to synthesize it. The reactants are: [Cl:1][C:2]1[CH:7]=[CH:6][C:5]([C:8]([C:29]2[CH:34]=[CH:33][C:32]([Cl:35])=[CH:31][CH:30]=2)([C:10]2[CH:11]=[C:12]3[C:17](=[CH:18][CH:19]=2)[N:16]=[N:15][CH:14]=[C:13]3[NH:20][CH2:21][CH2:22][C:23]2[CH:28]=[CH:27][CH:26]=[CH:25][CH:24]=2)O)=[CH:4][CH:3]=1.[SiH](CC)(CC)CC.FC(F)(F)C(O)=O. (5) Given the product [Cl:14][C:3]1[C:2]([Cl:1])=[CH:7][C:6]([NH2:8])=[C:5]([S:11][CH2:12][CH3:13])[CH:4]=1, predict the reactants needed to synthesize it. The reactants are: [Cl:1][C:2]1[CH:7]=[C:6]([N+:8]([O-])=O)[C:5]([S:11][CH2:12][CH3:13])=[CH:4][C:3]=1[Cl:14].ClC1C=CC(S(C2CC2)(=O)=O)=C(C=1)N.[Cl-].[NH4+].